From a dataset of Forward reaction prediction with 1.9M reactions from USPTO patents (1976-2016). Predict the product of the given reaction. (1) Given the reactants [N:1]1[CH:6]=[CH:5][CH:4]=[C:3]([NH:7][C:8](=[O:15])OCC(Cl)(Cl)Cl)[CH:2]=1.[CH3:16][C:17]1[CH:18]=[C:19]([C:23]2[N:24]=[C:25]([N:28]3[CH2:33][CH2:32][NH:31][CH2:30][CH2:29]3)[S:26][CH:27]=2)[CH:20]=[CH:21][CH:22]=1.C(N(C(C)C)CC)(C)C.O, predict the reaction product. The product is: [CH3:16][C:17]1[CH:18]=[C:19]([C:23]2[N:24]=[C:25]([N:28]3[CH2:33][CH2:32][N:31]([C:8]([NH:7][C:3]4[CH:2]=[N:1][CH:6]=[CH:5][CH:4]=4)=[O:15])[CH2:30][CH2:29]3)[S:26][CH:27]=2)[CH:20]=[CH:21][CH:22]=1. (2) Given the reactants [NH:1]1[CH:5]=[CH:4][N:3]=[C:2]1[CH2:6][C:7]#N.C(O[C:12]([CH:14]1[CH2:19]CC[CH2:16][C:15]1=O)=O)C.[C:21]([O-:24])(=O)[CH3:22].[NH4+:25], predict the reaction product. The product is: [O:24]=[C:21]1[C:22]2[CH2:16][CH2:15][CH:14]([C:19]#[N:25])[CH2:12][C:7]=2[CH:6]=[C:2]2[NH:1][CH:5]=[CH:4][N:3]12. (3) Given the reactants [OH:1][C:2]1[CH:3]=[C:4]2[C:9](=[CH:10][CH:11]=1)[C:8](=[O:12])[CH2:7][CH2:6][CH2:5]2.[O:13](S(C(F)(F)F)(=O)=O)[S:14]([C:17]([F:20])([F:19])[F:18])(=O)=[O:15], predict the reaction product. The product is: [O:12]=[C:8]1[CH2:7][CH2:6][CH2:5][C:4]2[CH:3]=[C:2]([O:1][S:14]([C:17]([F:20])([F:19])[F:18])(=[O:15])=[O:13])[CH:11]=[CH:10][C:9]1=2. (4) Given the reactants [C:1]([O:5][C:6]([N:8]1[CH2:13][CH2:12][N:11]([C:14]2[CH:19]=[CH:18][C:17]([O:20][CH2:21][C:22]([OH:34])([CH3:33])[CH2:23][CH2:24][O:25]CC3C=CC=CC=3)=[CH:16][CH:15]=2)[CH2:10][CH2:9]1)=[O:7])([CH3:4])([CH3:3])[CH3:2], predict the reaction product. The product is: [C:1]([O:5][C:6]([N:8]1[CH2:13][CH2:12][N:11]([C:14]2[CH:19]=[CH:18][C:17]([O:20][CH2:21][C:22]([OH:34])([CH3:33])[CH2:23][CH2:24][OH:25])=[CH:16][CH:15]=2)[CH2:10][CH2:9]1)=[O:7])([CH3:4])([CH3:2])[CH3:3]. (5) The product is: [OH:1][CH:2]([C:22]1([C:25]2[CH:26]=[CH:27][CH:28]=[CH:29][CH:30]=2)[CH2:23][CH2:24]1)/[CH:3]=[CH:4]/[C@H:5]1[CH2:9][CH2:8][C:7](=[O:10])[N:6]1[CH2:11][CH2:12][CH2:13][CH2:14][CH2:15][CH2:16][C:17]([OH:19])=[O:18]. Given the reactants [OH:1][CH:2]([C:22]1([C:25]2[CH:30]=[CH:29][CH:28]=[CH:27][CH:26]=2)[CH2:24][CH2:23]1)/[CH:3]=[CH:4]/[C@H:5]1[CH2:9][CH2:8][C:7](=[O:10])[N:6]1[CH2:11][CH2:12][CH2:13][CH2:14][CH2:15][CH2:16][C:17]([O:19]CC)=[O:18].[Li+].[OH-], predict the reaction product.